Dataset: Full USPTO retrosynthesis dataset with 1.9M reactions from patents (1976-2016). Task: Predict the reactants needed to synthesize the given product. (1) Given the product [Cl:20][C:21]1[CH:22]=[C:23]2[C:27](=[CH:28][CH:29]=1)[N:26]([S:30]([C:33]1[CH:38]=[CH:37][CH:36]=[CH:35][CH:34]=1)(=[O:31])=[O:32])[C:25]([S:39]([N:17]1[CH2:18][CH2:19][N:14]([C:12]3[S:13][C:9]([C:7]4[CH:6]=[CH:5][N:4]=[C:3]([CH3:2])[CH:8]=4)=[CH:10][N:11]=3)[CH2:15][CH2:16]1)(=[O:41])=[O:40])=[CH:24]2, predict the reactants needed to synthesize it. The reactants are: Cl.[CH3:2][C:3]1[CH:8]=[C:7]([C:9]2[S:13][C:12]([N:14]3[CH2:19][CH2:18][NH:17][CH2:16][CH2:15]3)=[N:11][CH:10]=2)[CH:6]=[CH:5][N:4]=1.[Cl:20][C:21]1[CH:22]=[C:23]2[C:27](=[CH:28][CH:29]=1)[N:26]([S:30]([C:33]1[CH:38]=[CH:37][CH:36]=[CH:35][CH:34]=1)(=[O:32])=[O:31])[C:25]([S:39](Cl)(=[O:41])=[O:40])=[CH:24]2.C(N(C(C)C)CC)(C)C.C(=O)(O)[O-].[Na+]. (2) Given the product [Cl:1][C:2]1[CH:3]=[C:4]([O:11][CH2:21][CH:20]=[CH2:19])[C:5]([N+:8]([O-:10])=[O:9])=[N:6][CH:7]=1, predict the reactants needed to synthesize it. The reactants are: [Cl:1][C:2]1[CH:3]=[C:4]([OH:11])[C:5]([N+:8]([O-:10])=[O:9])=[N:6][CH:7]=1.C([O-])([O-])=O.[K+].[K+].Br[CH2:19][CH:20]=[CH2:21]. (3) Given the product [CH2:1]([O:3][C:4](=[O:28])[CH2:5][C:6]1[CH:11]=[C:10]([C:12]([F:15])([F:14])[F:13])[CH:9]=[C:8]([O:16][C:17]2[CH:22]=[CH:21][C:20]([N+:23]([O-:25])=[O:24])=[CH:19][C:18]=2[CH2:26][S:32][CH2:31][C:30]([F:34])([F:33])[F:29])[CH:7]=1)[CH3:2], predict the reactants needed to synthesize it. The reactants are: [CH2:1]([O:3][C:4](=[O:28])[CH2:5][C:6]1[CH:11]=[C:10]([C:12]([F:15])([F:14])[F:13])[CH:9]=[C:8]([O:16][C:17]2[CH:22]=[CH:21][C:20]([N+:23]([O-:25])=[O:24])=[CH:19][C:18]=2[CH2:26]Br)[CH:7]=1)[CH3:2].[F:29][C:30]([F:34])([F:33])[CH2:31][SH:32]. (4) Given the product [Cl:16][C:4]1[C:5](=[O:15])[N:6]([CH:9]2[CH2:14][CH2:13][CH2:12][CH2:11][CH2:10]2)[N:7]([CH3:8])[C:3]=1[CH2:2][N:27]1[CH2:28][CH2:29][N:24]([C:23]2[C:22]([Cl:30])=[CH:21][N:20]=[CH:19][C:18]=2[Cl:17])[CH2:25][CH2:26]1, predict the reactants needed to synthesize it. The reactants are: Br[CH2:2][C:3]1[N:7]([CH3:8])[N:6]([CH:9]2[CH2:14][CH2:13][CH2:12][CH2:11][CH2:10]2)[C:5](=[O:15])[C:4]=1[Cl:16].[Cl:17][C:18]1[CH:19]=[N:20][CH:21]=[C:22]([Cl:30])[C:23]=1[N:24]1[CH2:29][CH2:28][NH:27][CH2:26][CH2:25]1.C(=O)([O-])[O-].[K+].[K+]. (5) Given the product [F:18][C:19]1[CH:26]=[CH:25][C:22]([CH2:23][NH:6][C@H:5]([CH2:7][CH:8]([CH3:10])[CH3:9])[C:4]([O:3][CH3:2])=[O:11])=[CH:21][CH:20]=1, predict the reactants needed to synthesize it. The reactants are: Cl.[CH3:2][O:3][C:4](=[O:11])[C@@H:5]([CH2:7][CH:8]([CH3:10])[CH3:9])[NH2:6].[O-]S([O-])(=O)=O.[Mg+2].[F:18][C:19]1[CH:26]=[CH:25][C:22]([CH:23]=O)=[CH:21][CH:20]=1.[BH4-].[Na+]. (6) Given the product [CH2:13]([O:15][C:16]1[CH:21]=[CH:20][CH:19]=[CH:18][C:17]=1[C:2]1[CH:9]=[CH:8][C:5]([C:6]#[N:7])=[CH:4][C:3]=1[N+:10]([O-:12])=[O:11])[CH3:14], predict the reactants needed to synthesize it. The reactants are: Br[C:2]1[CH:9]=[CH:8][C:5]([C:6]#[N:7])=[CH:4][C:3]=1[N+:10]([O-:12])=[O:11].[CH2:13]([O:15][C:16]1[CH:21]=[CH:20][CH:19]=[CH:18][C:17]=1B(O)O)[CH3:14].[F-].[K+].